This data is from Forward reaction prediction with 1.9M reactions from USPTO patents (1976-2016). The task is: Predict the product of the given reaction. Given the reactants C[O:2][C:3]1[CH:8]=[CH:7][N:6]([C:9]([O:11][C:12]2[CH:17]=CC=C[CH:13]=2)=[O:10])[CH:5]([CH3:18])[CH:4]=1.[CH3:19]C(C)([O-])C.[K+], predict the reaction product. The product is: [CH3:18][CH:5]1[CH2:4][C:3](=[O:2])[CH:8]=[CH:7][N:6]1[C:9]([O:11][C:12]([CH3:13])([CH3:17])[CH3:19])=[O:10].